Dataset: Full USPTO retrosynthesis dataset with 1.9M reactions from patents (1976-2016). Task: Predict the reactants needed to synthesize the given product. (1) Given the product [NH2:1][C:2]1[NH:7][C:6](=[O:8])[C:5]([C:10]([NH:12][CH2:13][CH:14]2[CH2:15][CH2:16][N:17]([CH2:20][CH2:21][CH2:22][CH3:23])[CH2:18][CH2:19]2)=[O:11])=[CH:4][CH:3]=1, predict the reactants needed to synthesize it. The reactants are: [NH2:1][C:2]1[N:7]=[C:6]([O:8]C)[C:5]([C:10]([NH:12][CH2:13][CH:14]2[CH2:19][CH2:18][N:17]([CH2:20][CH2:21][CH2:22][CH3:23])[CH2:16][CH2:15]2)=[O:11])=[CH:4][C:3]=1I.CC1NC=CN=1.C(=O)([O-])[O-].[K+].[K+]. (2) Given the product [NH2:32][CH2:31][CH2:30][C:24]1([CH2:23][CH2:22][N:19]2[CH2:18][CH2:17][CH:16]([N:8]([C:5]3[CH:4]=[CH:3][C:2]([CH3:1])=[CH:7][N:6]=3)[C:9]([C:11]3[O:12][CH:13]=[CH:14][CH:15]=3)=[O:10])[CH2:21][CH2:20]2)[CH2:29][CH2:28][CH2:27][CH2:26][CH2:25]1, predict the reactants needed to synthesize it. The reactants are: [CH3:1][C:2]1[CH:3]=[CH:4][C:5]([N:8]([CH:16]2[CH2:21][CH2:20][N:19]([CH2:22][CH2:23][C:24]3([CH2:30][CH2:31][NH:32]C(=O)OC(C)(C)C)[CH2:29][CH2:28][CH2:27][CH2:26][CH2:25]3)[CH2:18][CH2:17]2)[C:9]([C:11]2[O:12][CH:13]=[CH:14][CH:15]=2)=[O:10])=[N:6][CH:7]=1. (3) Given the product [NH:31]1[C:32]2[C:28](=[CH:27][C:26]([NH:25][C:24](=[O:42])[O:23][C@@H:9]([C:4]3[CH:5]=[C:6]([F:8])[CH:7]=[C:2]([Cl:1])[CH:3]=3)[C@H:10]3[CH2:15][CH2:14][CH2:13][CH2:12][NH:11]3)=[CH:34][CH:33]=2)[CH:29]=[N:30]1, predict the reactants needed to synthesize it. The reactants are: [Cl:1][C:2]1[CH:3]=[C:4]([C@H:9]([O:23][C:24](=[O:42])[NH:25][C:26]2[CH:27]=[C:28]3[C:32](=[CH:33][CH:34]=2)[N:31](C(OC(C)(C)C)=O)[N:30]=[CH:29]3)[C@H:10]2[CH2:15][CH2:14][CH2:13][CH2:12][N:11]2C(OC(C)(C)C)=O)[CH:5]=[C:6]([F:8])[CH:7]=1.Cl. (4) Given the product [CH3:18][O:17][C:14]1[CH:15]=[CH:16][C:11]([C:9]2[O:8][C:6]3[C:5]([N:10]=2)=[CH:4][CH:3]=[C:2]([N:19]2[CH2:20][CH2:21][O:22][CH2:25][CH2:26]2)[N:7]=3)=[CH:12][CH:13]=1, predict the reactants needed to synthesize it. The reactants are: Cl[C:2]1[N:7]=[C:6]2[O:8][C:9]([C:11]3[CH:16]=[CH:15][C:14]([O:17][CH3:18])=[CH:13][CH:12]=3)=[N:10][C:5]2=[CH:4][CH:3]=1.[NH:19]1[CH2:26][CH2:25]C[C@H:20]1[C:21](O)=[O:22].N1CCOCC1.[O-]P([O-])([O-])=O.[K+].[K+].[K+]. (5) Given the product [CH3:23][N:20]1[CH2:21][CH2:22][N:17]([CH2:16][CH2:15][CH2:14][NH:13][C:9]([C:5]2[C:4]([CH3:12])=[C:3]([CH:1]=[O:2])[NH:7][C:6]=2[CH3:8])=[O:11])[CH2:18][CH2:19]1, predict the reactants needed to synthesize it. The reactants are: [CH:1]([C:3]1[NH:7][C:6]([CH3:8])=[C:5]([C:9]([OH:11])=O)[C:4]=1[CH3:12])=[O:2].[NH2:13][CH2:14][CH2:15][CH2:16][N:17]1[CH2:22][CH2:21][N:20]([CH3:23])[CH2:19][CH2:18]1. (6) Given the product [CH:1]1([CH2:4][O:5][C:6]2[N:11]=[CH:10][C:9]([CH:12]([NH:22][S@@:20]([C:17]([CH3:19])([CH3:18])[CH3:16])=[O:21])[CH3:13])=[CH:8][C:7]=2[CH3:15])[CH2:3][CH2:2]1, predict the reactants needed to synthesize it. The reactants are: [CH:1]1([CH2:4][O:5][C:6]2[N:11]=[CH:10][C:9]([C:12](=O)[CH3:13])=[CH:8][C:7]=2[CH3:15])[CH2:3][CH2:2]1.[CH3:16][C:17]([S@:20]([NH2:22])=[O:21])([CH3:19])[CH3:18]. (7) Given the product [Cl:29][C:26]1[CH:27]=[CH:28][C:23]([CH2:22][CH2:21][C@H:9]2[CH2:10][NH:11][CH2:12][CH2:13][NH:8]2)=[CH:24][CH:25]=1, predict the reactants needed to synthesize it. The reactants are: C([N:8]1[CH2:13][CH2:12][N:11](CC2C=CC=CC=2)[CH2:10][C@@H:9]1[CH2:21][CH2:22][C:23]1[CH:28]=[CH:27][C:26]([Cl:29])=[CH:25][CH:24]=1)C1C=CC=CC=1.ClC(OC(Cl)C)=O. (8) Given the product [Br:1][C:2]1[CH:3]=[CH:4][C:5]([OH:10])=[C:6]([CH:7]=[N:14][C:13]2[CH:15]=[CH:16][C:17]([Cl:19])=[CH:18][C:12]=2[Cl:11])[CH:9]=1, predict the reactants needed to synthesize it. The reactants are: [Br:1][C:2]1[CH:9]=[C:6]([CH:7]=O)[C:5]([OH:10])=[CH:4][CH:3]=1.[Cl:11][C:12]1[CH:18]=[C:17]([Cl:19])[CH:16]=[CH:15][C:13]=1[NH2:14]. (9) Given the product [F:23][C:18]([F:24])([C:30]1[CH:31]=[CH:32][CH:12]=[CH:11][CH:34]=1)[C:26](=[O:29])[CH2:27][P:2](=[O:5])([O:6][CH3:7])[O:3][CH3:4], predict the reactants needed to synthesize it. The reactants are: C[P:2]([O:6][CH3:7])(=[O:5])[O:3][CH3:4].[Li]CC[CH2:11][CH3:12].COC(=O)CC1C=CC=C[C:18]1([F:24])[F:23].[C:26]([OH:29])(=O)[CH3:27].[CH2:30]1[CH2:34]O[CH2:32][CH2:31]1. (10) The reactants are: [Cl:1][C:2]1[CH:3]=[C:4]([C:9]2([C:24]([F:27])([F:26])[F:25])[O:13][N:12]=[C:11]([C:14]3[CH:22]=[CH:21][C:17]([C:18]([OH:20])=[O:19])=[C:16]([I:23])[CH:15]=3)[CH2:10]2)[CH:5]=[C:6]([Cl:8])[CH:7]=1.[CH3:28]O. Given the product [CH3:28][O:19][C:18](=[O:20])[C:17]1[CH:21]=[CH:22][C:14]([C:11]2[CH2:10][C:9]([C:4]3[CH:5]=[C:6]([Cl:8])[CH:7]=[C:2]([Cl:1])[CH:3]=3)([C:24]([F:26])([F:25])[F:27])[O:13][N:12]=2)=[CH:15][C:16]=1[I:23], predict the reactants needed to synthesize it.